Dataset: Catalyst prediction with 721,799 reactions and 888 catalyst types from USPTO. Task: Predict which catalyst facilitates the given reaction. (1) Reactant: Cl.[N+:2]([C:5]1[CH:6]=[C:7]([CH:11]=[CH:12][C:13]2[N:14]=[CH:15][NH:16][CH:17]=2)[CH:8]=[CH:9][CH:10]=1)([O-])=O. Product: [NH:16]1[CH:17]=[C:13]([CH2:12][CH2:11][C:7]2[CH:6]=[C:5]([NH2:2])[CH:10]=[CH:9][CH:8]=2)[N:14]=[CH:15]1. The catalyst class is: 29. (2) Reactant: [CH2:1]([O:3][C:4]([NH:6][C:7]1([CH2:20][N:21]2[CH2:26][CH2:25][N:24]([S:27]([C:30]3[CH:35]=[CH:34][C:33]([CH:36]=[CH2:37])=[CH:32][CH:31]=3)(=[O:29])=[O:28])[CH2:23][C:22]2=[O:38])[CH2:12][CH2:11][N:10]([C:13]2[CH:18]=[CH:17][N:16]=[C:15]([CH3:19])[CH:14]=2)[CH2:9][CH2:8]1)=[O:5])[CH3:2].[ClH:39]. Product: [ClH:39].[CH2:1]([O:3][C:4]([NH:6][C:7]1([CH2:20][N:21]2[CH2:26][CH2:25][N:24]([S:27]([C:30]3[CH:35]=[CH:34][C:33]([CH:36]=[CH2:37])=[CH:32][CH:31]=3)(=[O:28])=[O:29])[CH2:23][C:22]2=[O:38])[CH2:8][CH2:9][N:10]([C:13]2[CH:18]=[CH:17][N:16]=[C:15]([CH3:19])[CH:14]=2)[CH2:11][CH2:12]1)=[O:5])[CH3:2]. The catalyst class is: 13. (3) Reactant: [NH2:1][C:2]1[CH:3]=[C:4]([CH:7]=[CH:8][C:9]=1[OH:10])[C:5]#[N:6].CO[C:13](OC)(OC)[CH2:14][C:15]#[N:16]. Product: [C:15]([CH2:14][C:13]1[O:10][C:9]2[CH:8]=[CH:7][C:4]([C:5]#[N:6])=[CH:3][C:2]=2[N:1]=1)#[N:16]. The catalyst class is: 10. (4) Reactant: Cl.[NH2:2][C@@H:3]1[CH2:8][CH2:7][CH2:6][CH2:5][C@H:4]1[CH2:9][OH:10].C(N(CC)CC)C.[Cl:18][C:19]1[CH:24]=[CH:23][C:22]([S:25](Cl)(=[O:27])=[O:26])=[CH:21][CH:20]=1. Product: [Cl:18][C:19]1[CH:24]=[CH:23][C:22]([S:25]([NH:2][C@@H:3]2[CH2:8][CH2:7][CH2:6][CH2:5][C@H:4]2[CH2:9][OH:10])(=[O:27])=[O:26])=[CH:21][CH:20]=1. The catalyst class is: 4. (5) Reactant: Cl[C:2](=[O:8])[C:3]([O:5][CH2:6][CH3:7])=[O:4].[NH2:9][C:10]1[N:15]=[C:14]([NH:16][C:17]2[CH:22]=[CH:21][CH:20]=[C:19]([F:23])[CH:18]=2)[N:13]=[C:12]([C:24](=[NH:27])[NH:25]O)[N:11]=1.C1(C)C=CC=CC=1.Cl. Product: [NH2:9][C:10]1[N:15]=[C:14]([NH:16][C:17]2[CH:22]=[CH:21][CH:20]=[C:19]([F:23])[CH:18]=2)[N:13]=[C:12]([C:24]2[N:27]=[C:2]([C:3]([O:5][CH2:6][CH3:7])=[O:4])[O:8][N:25]=2)[N:11]=1. The catalyst class is: 298. (6) Reactant: [C:1]([O:10]C)(=O)[C:2]1[C:3](=[CH:5][CH:6]=[CH:7][CH:8]=1)[SH:4].[C:12]([C:14]1[CH:19]=[CH:18][CH:17]=[C:16]([CH3:20])[N:15]=1)#[N:13].C(N(CC)CC)C. Product: [CH3:20][C:16]1[N:15]=[C:14]([C:12]2[S:4][C:3]3[CH:5]=[CH:6][CH:7]=[CH:8][C:2]=3[C:1](=[O:10])[N:13]=2)[CH:19]=[CH:18][CH:17]=1. The catalyst class is: 11. (7) Reactant: CC1C=CC(S(O[CH2:12][CH:13]2[O:18][C:17]3[CH:19]=[C:20]([O:23][S:24]([C:27]([F:30])([F:29])[F:28])(=[O:26])=[O:25])[CH:21]=[CH:22][C:16]=3[O:15][CH2:14]2)(=O)=O)=CC=1.[CH3:31][NH2:32]. Product: [F:28][C:27]([F:30])([F:29])[S:24]([O:23][C:20]1[CH:21]=[CH:22][C:16]2[O:15][CH2:14][CH:13]([CH2:12][NH:32][CH3:31])[O:18][C:17]=2[CH:19]=1)(=[O:26])=[O:25]. The catalyst class is: 10. (8) Reactant: C(OC([N:8]1[CH2:12][CH2:11][C:10]2([CH2:16][CH2:15][N:14]([C:17]3[CH:18]=[N:19][C:20]([O:26][C:27]4[CH:32]=[CH:31][C:30]([O:33][C:34]5[CH:39]=[CH:38][CH:37]=[CH:36][CH:35]=5)=[CH:29][CH:28]=4)=[C:21]([C:23](=[O:25])[NH2:24])[CH:22]=3)[CH2:13]2)[CH2:9]1)=O)(C)(C)C.Cl. Product: [CH2:13]1[C:10]2([CH2:11][CH2:12][NH:8][CH2:9]2)[CH2:16][CH2:15][N:14]1[C:17]1[CH:18]=[N:19][C:20]([O:26][C:27]2[CH:32]=[CH:31][C:30]([O:33][C:34]3[CH:39]=[CH:38][CH:37]=[CH:36][CH:35]=3)=[CH:29][CH:28]=2)=[C:21]([CH:22]=1)[C:23]([NH2:24])=[O:25]. The catalyst class is: 135. (9) Reactant: [Br:1][C:2]1[CH:3]=[CH:4][C:5](I)=[N:6][CH:7]=1.[CH3:9][C:10]1(C)[C:14](C)(C)OB(/C=C/C)O1.C([O-])(O)=O.[Na+].[NH4+].[Cl-]. Product: [Br:1][C:2]1[CH:3]=[CH:4][C:5](/[CH:9]=[CH:10]/[CH3:14])=[N:6][CH:7]=1. The catalyst class is: 12. (10) Reactant: [Al].[Pb](Br)Br.[OH:5][C:6]1[CH:7]=[C:8]([CH:11]=[CH:12][CH:13]=1)[CH:9]=[O:10].[C:14](Cl)([Cl:17])([Cl:16])[Cl:15]. Product: [Cl:15][C:14]([Cl:17])([Cl:16])[CH:9]([C:8]1[CH:7]=[C:6]([OH:5])[CH:13]=[CH:12][CH:11]=1)[OH:10]. The catalyst class is: 9.